From a dataset of Catalyst prediction with 721,799 reactions and 888 catalyst types from USPTO. Predict which catalyst facilitates the given reaction. (1) Reactant: [NH2:1][C:2]1[C:3]([C:14]([OH:16])=O)=[N:4][CH:5]=[N:6][C:7]=1[CH:8]1[CH2:13][CH2:12][O:11][CH2:10][CH2:9]1.[Cl:17][C:18]1[CH:23]=[CH:22][C:21]([C@H:24]2[CH2:29][CH2:28][NH:27][C:26]([S:30][CH3:31])=[N:25]2)=[CH:20][CH:19]=1.CN(C(ON1N=NC2C=CC=CC1=2)=[N+](C)C)C.[B-](F)(F)(F)F.CCN(C(C)C)C(C)C. Product: [NH2:1][C:2]1[C:3]([C:14]([N:27]2[CH2:28][CH2:29][CH:24]([C:21]3[CH:20]=[CH:19][C:18]([Cl:17])=[CH:23][CH:22]=3)[N:25]=[C:26]2[S:30][CH3:31])=[O:16])=[N:4][CH:5]=[N:6][C:7]=1[CH:8]1[CH2:9][CH2:10][O:11][CH2:12][CH2:13]1. The catalyst class is: 3. (2) Reactant: C(OC([O:11][C:12]1([CH2:51][CH3:52])[C:17]2[CH:18]=[C:19]3[N:27]([C:28](=[O:29])[C:16]=2[CH2:15][O:14][C:13]1=[O:50])[CH2:26][C:25]1[C:24]([CH2:30][CH2:31][Si:32]([CH3:45])([CH3:44])[CH2:33][CH2:34][CH2:35][O:36][C:37]([C:39]2[O:43][N:42]=[CH:41][CH:40]=2)=[O:38])=[C:23]2[CH:46]=[CH:47][CH:48]=[CH:49][C:22]2=[N:21][C:20]3=1)=O)C1C=CC=CC=1.[H][H]. The catalyst class is: 63. Product: [CH2:51]([C:12]1([OH:11])[C:17]2[CH:18]=[C:19]3[N:27]([C:28](=[O:29])[C:16]=2[CH2:15][O:14][C:13]1=[O:50])[CH2:26][C:25]1[C:24]([CH2:30][CH2:31][Si:32]([CH3:45])([CH3:44])[CH2:33][CH2:34][CH2:35][O:36][C:37]([C:39]2[O:43][NH:42][CH2:41][CH:40]=2)=[O:38])=[C:23]2[CH:46]=[CH:47][CH:48]=[CH:49][C:22]2=[N:21][C:20]3=1)[CH3:52]. (3) Reactant: [CH3:1][O:2][C:3](=[O:12])[C:4]1[CH:9]=[C:8]([NH2:10])[CH:7]=[CH:6][C:5]=1[OH:11].Cl.Cl[CH2:15][CH2:16][N:17]1[CH2:21][CH2:20][CH2:19][CH2:18]1.C(=O)([O-])[O-].[Cs+].[Cs+].O. Product: [CH3:1][O:2][C:3](=[O:12])[C:4]1[CH:9]=[C:8]([NH2:10])[CH:7]=[CH:6][C:5]=1[O:11][CH2:15][CH2:16][N:17]1[CH2:21][CH2:20][CH2:19][CH2:18]1. The catalyst class is: 3. (4) Reactant: C([O:3][C:4]([C:6]1[CH:7]=[N:8][N:9]([CH2:11][CH2:12][F:13])[CH:10]=1)=[O:5])C.[Li+].[OH-]. Product: [F:13][CH2:12][CH2:11][N:9]1[CH:10]=[C:6]([C:4]([OH:5])=[O:3])[CH:7]=[N:8]1. The catalyst class is: 87. (5) Reactant: F[C:2]1[CH:7]=[CH:6][CH:5]=[C:4]([CH3:8])[N:3]=1.[CH3:9][CH:10]([CH3:13])[C:11]#[N:12].C[Si](C)(C)[N-][Si](C)(C)C.[K+]. Product: [CH3:9][C:10]([C:2]1[CH:7]=[CH:6][CH:5]=[C:4]([CH3:8])[N:3]=1)([CH3:13])[C:11]#[N:12]. The catalyst class is: 11. (6) Reactant: [CH3:1][C:2]1[N:7]=[C:6]([C@H:8]([O:10]S(C)(=O)=O)[CH3:9])[CH:5]=[CH:4][CH:3]=1.CC1N=C([C@H](O)C)C=CC=1.C(N(CC)CC)C.CS(Cl)(=O)=O. Product: [CH3:1][C:2]1[N:7]=[C:6]([CH:8]([OH:10])[CH3:9])[CH:5]=[CH:4][CH:3]=1. The catalyst class is: 2. (7) Reactant: Br[C:2]1[CH:3]=[C:4]([O:9][CH:10]([C:12]2[C:17]([Cl:18])=[CH:16][CH:15]=[C:14]([F:19])[C:13]=2[Cl:20])[CH3:11])[C:5]([NH2:8])=[N:6][CH:7]=1.[B:21]1([B:21]2[O:25][C:24]([CH3:27])([CH3:26])[C:23]([CH3:29])([CH3:28])[O:22]2)[O:25][C:24]([CH3:27])([CH3:26])[C:23]([CH3:29])([CH3:28])[O:22]1.C([O-])(=O)C.[K+]. Product: [Cl:20][C:13]1[C:14]([F:19])=[CH:15][CH:16]=[C:17]([Cl:18])[C:12]=1[CH:10]([O:9][C:4]1[C:5]([NH2:8])=[N:6][CH:7]=[C:2]([B:21]2[O:25][C:24]([CH3:27])([CH3:26])[C:23]([CH3:29])([CH3:28])[O:22]2)[CH:3]=1)[CH3:11]. The catalyst class is: 294.